Dataset: Catalyst prediction with 721,799 reactions and 888 catalyst types from USPTO. Task: Predict which catalyst facilitates the given reaction. (1) Reactant: [CH2:1]([NH:3][C:4]([NH2:6])=[O:5])[CH3:2].[C:7](OCC)(=[O:14])[CH2:8][C:9](OCC)=[O:10].[O-]CC.[Na+]. Product: [CH2:1]([N:3]1[C:9](=[O:10])[CH2:8][C:7](=[O:14])[NH:6][C:4]1=[O:5])[CH3:2]. The catalyst class is: 8. (2) Reactant: [Cl:1][C:2]1[CH:3]=[CH:4][C:5]([O:28][CH3:29])=[C:6]([NH:8][S:9]([C:12]2[C:21]3[CH2:20][CH2:19][C@H:18]([NH:22][CH2:23][CH2:24][F:25])[CH2:17][C:16]=3[C:15]([O:26][CH3:27])=[CH:14][CH:13]=2)(=[O:11])=[O:10])[CH:7]=1.C=O.[C:32](O)(=O)[CH3:33].[BH3-]C#N.[Na+]. Product: [Cl:1][C:2]1[CH:3]=[CH:4][C:5]([O:28][CH3:29])=[C:6]([NH:8][S:9]([C:12]2[C:21]3[CH2:20][CH2:19][C@H:18]([N:22]([CH2:23][CH2:24][F:25])[CH2:32][CH3:33])[CH2:17][C:16]=3[C:15]([O:26][CH3:27])=[CH:14][CH:13]=2)(=[O:11])=[O:10])[CH:7]=1. The catalyst class is: 5.